Dataset: Forward reaction prediction with 1.9M reactions from USPTO patents (1976-2016). Task: Predict the product of the given reaction. Given the reactants [C:1]([O:5][C:6]([N:8]1[CH2:12][CH2:11][CH2:10][C@H:9]1[C:13]([OH:15])=O)=[O:7])([CH3:4])([CH3:3])[CH3:2].[F:16][C:17]([F:37])([F:36])[C:18]1[CH:19]=[C:20]([S:24]([N:27]2[CH2:31][C@@H:30]3[C@@H:32]([NH2:35])[CH2:33][CH2:34][C@@H:29]3[CH2:28]2)(=[O:26])=[O:25])[CH:21]=[CH:22][CH:23]=1.F[C:39](F)(F)C1C=C(S(N2C[C@H]3[C@H](N)CC[C@H]3C2)(=O)=O)C=CC=1, predict the reaction product. The product is: [CH3:12][N:8]([C@@H:9]([CH:10]([CH3:11])[CH3:39])[C:13](=[O:15])[NH:35][C@@H:32]1[C@@H:30]2[C@@H:29]([CH2:28][N:27]([S:24]([C:20]3[CH:21]=[CH:22][CH:23]=[C:18]([C:17]([F:16])([F:36])[F:37])[CH:19]=3)(=[O:25])=[O:26])[CH2:31]2)[CH2:34][CH2:33]1)[C:6](=[O:7])[O:5][C:1]([CH3:2])([CH3:3])[CH3:4].